Dataset: NCI-60 drug combinations with 297,098 pairs across 59 cell lines. Task: Regression. Given two drug SMILES strings and cell line genomic features, predict the synergy score measuring deviation from expected non-interaction effect. (1) Drug 1: C1=NC2=C(N=C(N=C2N1C3C(C(C(O3)CO)O)O)F)N. Drug 2: C1=NC2=C(N=C(N=C2N1C3C(C(C(O3)CO)O)F)Cl)N. Cell line: CCRF-CEM. Synergy scores: CSS=59.4, Synergy_ZIP=4.47, Synergy_Bliss=6.87, Synergy_Loewe=-4.49, Synergy_HSA=3.38. (2) Drug 1: COC1=C2C(=CC3=C1OC=C3)C=CC(=O)O2. Drug 2: CC1C(C(CC(O1)OC2CC(CC3=C2C(=C4C(=C3O)C(=O)C5=C(C4=O)C(=CC=C5)OC)O)(C(=O)CO)O)N)O.Cl. Cell line: SK-MEL-28. Synergy scores: CSS=42.0, Synergy_ZIP=-2.46, Synergy_Bliss=-5.00, Synergy_Loewe=-4.34, Synergy_HSA=-3.38.